Task: Predict the product of the given reaction.. Dataset: Forward reaction prediction with 1.9M reactions from USPTO patents (1976-2016) (1) Given the reactants Cl.[NH2:2][C@H:3]1[CH2:9][O:8][C:7]2[CH:10]=[CH:11][CH:12]=[CH:13][C:6]=2[N:5]([CH3:14])[C:4]1=[O:15].CCN(CC)CC.[C:23](Cl)(=O)[O:24]C1C=CC([N+]([O-])=O)=CC=1.[CH2:36]([CH:43]1[CH2:48][CH2:47][CH2:46][NH:45][CH2:44]1)[C:37]1[CH:42]=[CH:41][CH:40]=[CH:39][CH:38]=1, predict the reaction product. The product is: [CH2:36]([CH:43]1[CH2:48][CH2:47][CH2:46][N:45]([C:23]([NH:2][C@H:3]2[CH2:9][O:8][C:7]3[CH:10]=[CH:11][CH:12]=[CH:13][C:6]=3[N:5]([CH3:14])[C:4]2=[O:15])=[O:24])[CH2:44]1)[C:37]1[CH:42]=[CH:41][CH:40]=[CH:39][CH:38]=1. (2) Given the reactants C[C@@H]1O[C@@H](O[C@H]2[C@H](O)[C@@H](O)[C@H](N=C(N)N)[C@@H](O)[C@@H]2N=C(N)N)[C@H]([O:25][C@@H:26]2[O:31][C@@H:30]([CH2:32][OH:33])[C@H:29]([OH:34])[C@@H:28]([OH:35])[C@@H:27]2NC)[C@@]1(O)C=O.[OH:41]S(O)(=O)=O.N[C@H](C(O)=O)CCCCN, predict the reaction product. The product is: [O:33]=[CH:32][C@@H:30]([C@H:29]([C@@H:28]([C@@H:27]([CH2:26][OH:25])[OH:41])[OH:35])[OH:34])[OH:31].